From a dataset of Full USPTO retrosynthesis dataset with 1.9M reactions from patents (1976-2016). Predict the reactants needed to synthesize the given product. Given the product [ClH:35].[F:1][C@H:2]1[CH2:6][CH2:5][NH:4][C@@H:3]1[C:14]([NH:15][CH2:16][C:17]1[C:18]([O:32][CH3:33])=[N:19][N:20]([C:22]2[CH:23]=[N:24][C:25]([C:28]([F:31])([F:30])[F:29])=[CH:26][CH:27]=2)[CH:21]=1)=[O:34], predict the reactants needed to synthesize it. The reactants are: [F:1][C@H:2]1[CH2:6][CH2:5][N:4](C(OC(C)(C)C)=O)[C@@H:3]1[C:14](=[O:34])[NH:15][CH2:16][C:17]1[C:18]([O:32][CH3:33])=[N:19][N:20]([C:22]2[CH:23]=[N:24][C:25]([C:28]([F:31])([F:30])[F:29])=[CH:26][CH:27]=2)[CH:21]=1.[ClH:35].